From a dataset of Merck oncology drug combination screen with 23,052 pairs across 39 cell lines. Regression. Given two drug SMILES strings and cell line genomic features, predict the synergy score measuring deviation from expected non-interaction effect. Drug 1: CS(=O)(=O)CCNCc1ccc(-c2ccc3ncnc(Nc4ccc(OCc5cccc(F)c5)c(Cl)c4)c3c2)o1. Drug 2: CC1(c2nc3c(C(N)=O)cccc3[nH]2)CCCN1. Synergy scores: synergy=-13.2. Cell line: OV90.